This data is from Full USPTO retrosynthesis dataset with 1.9M reactions from patents (1976-2016). The task is: Predict the reactants needed to synthesize the given product. (1) Given the product [OH:1][C:2]1[CH:3]=[C:4]2[C:9](=[CH:10][CH:11]=1)[C:8](=[O:12])[N:7]([C:13]1[CH:14]=[C:15]([CH:19]=[CH:20][CH:21]=1)[C:16]([O:18][CH3:26])=[O:17])[CH2:6][CH2:5]2, predict the reactants needed to synthesize it. The reactants are: [OH:1][C:2]1[CH:3]=[C:4]2[C:9](=[CH:10][CH:11]=1)[C:8](=[O:12])[N:7]([C:13]1[CH:14]=[C:15]([CH:19]=[CH:20][CH:21]=1)[C:16]([OH:18])=[O:17])[CH2:6][CH2:5]2.S(Cl)(Cl)=O.[CH3:26]O. (2) Given the product [CH3:1][N:2]1[CH2:7][CH2:6][N:5]([C:8]2[CH:13]=[CH:12][C:11]([NH:14][C:15]3[N:33]=[C:18]4[C:19]([OH:23])=[CH:20][CH:21]=[CH:22][N:17]4[N:16]=3)=[CH:10][CH:9]=2)[CH2:4][CH2:3]1, predict the reactants needed to synthesize it. The reactants are: [CH3:1][N:2]1[CH2:7][CH2:6][N:5]([C:8]2[CH:13]=[CH:12][C:11]([NH:14][C:15]3[N:33]=[C:18]4[C:19]([O:23]CC5C=CC=CC=5C#N)=[CH:20][CH:21]=[CH:22][N:17]4[N:16]=3)=[CH:10][CH:9]=2)[CH2:4][CH2:3]1.